From a dataset of Peptide-MHC class I binding affinity with 185,985 pairs from IEDB/IMGT. Regression. Given a peptide amino acid sequence and an MHC pseudo amino acid sequence, predict their binding affinity value. This is MHC class I binding data. (1) The peptide sequence is DPAKAYKDY. The binding affinity (normalized) is 0. The MHC is HLA-A24:02 with pseudo-sequence HLA-A24:02. (2) The peptide sequence is LSTRGVQI. The MHC is Mamu-A02 with pseudo-sequence Mamu-A02. The binding affinity (normalized) is 0.564. (3) The peptide sequence is FPVRPQVPL. The MHC is HLA-B42:01 with pseudo-sequence HLA-B42:01. The binding affinity (normalized) is 0.879.